From a dataset of Forward reaction prediction with 1.9M reactions from USPTO patents (1976-2016). Predict the product of the given reaction. Given the reactants C([Li])CCC.C(NC(C)C)(C)C.[Cl:13][C:14]1[CH:19]=[C:18]([Cl:20])[N:17]=[CH:16][N:15]=1.[CH3:21][C:22]1[CH:27]=[CH:26][C:25]([C:28]2[N:32]([CH3:33])[N:31]=[CH:30][C:29]=2[CH:34]=[O:35])=[CH:24][CH:23]=1, predict the reaction product. The product is: [Cl:13][C:14]1[C:19]([CH:34]([C:29]2[CH:30]=[N:31][N:32]([CH3:33])[C:28]=2[C:25]2[CH:26]=[CH:27][C:22]([CH3:21])=[CH:23][CH:24]=2)[OH:35])=[C:18]([Cl:20])[N:17]=[CH:16][N:15]=1.